This data is from Forward reaction prediction with 1.9M reactions from USPTO patents (1976-2016). The task is: Predict the product of the given reaction. (1) Given the reactants [CH3:1][O:2][C:3]1[CH:4]=[C:5]([NH:17][C:18]([C:20]2[S:21][C:22]([Br:26])=[CH:23][C:24]=2[NH2:25])=[O:19])[CH:6]=[CH:7][C:8]=1[O:9][CH2:10][CH2:11][N:12]1[CH2:16][CH2:15][CH2:14][CH2:13]1.[CH2:27](O)C, predict the reaction product. The product is: [Br:26][C:22]1[S:21][C:20]2[C:18](=[O:19])[N:17]([C:5]3[CH:6]=[CH:7][C:8]([O:9][CH2:10][CH2:11][N:12]4[CH2:16][CH2:15][CH2:14][CH2:13]4)=[C:3]([O:2][CH3:1])[CH:4]=3)[CH:27]=[N:25][C:24]=2[CH:23]=1. (2) Given the reactants [C:1]([O:5][C:6]([N:8]1[CH2:23][CH2:22][C:11]2([NH:15][C:14](=[O:16])[N:13]([CH2:17][CH:18]([CH3:20])[CH3:19])[C:12]2=[O:21])[CH2:10][CH2:9]1)=[O:7])([CH3:4])([CH3:3])[CH3:2].C([O-])([O-])=O.[Cs+].[Cs+].Br[CH2:31][C:32]1[CH:37]=[CH:36][C:35]([O:38][C:39]([F:42])([F:41])[F:40])=[CH:34][CH:33]=1, predict the reaction product. The product is: [C:1]([O:5][C:6]([N:8]1[CH2:23][CH2:22][C:11]2([N:15]([CH2:31][C:32]3[CH:37]=[CH:36][C:35]([O:38][C:39]([F:40])([F:41])[F:42])=[CH:34][CH:33]=3)[C:14](=[O:16])[N:13]([CH2:17][CH:18]([CH3:19])[CH3:20])[C:12]2=[O:21])[CH2:10][CH2:9]1)=[O:7])([CH3:3])([CH3:2])[CH3:4]. (3) Given the reactants [CH3:1][O:2][C:3](=[O:30])[C@H:4]([N:8]([CH2:27][CH:28]=[CH2:29])[S:9]([C:12]1[CH:17]=[CH:16][C:15]([O:18][CH2:19][C:20]2[CH:25]=[CH:24][C:23]([F:26])=[CH:22][CH:21]=2)=[CH:14][CH:13]=1)(=O)=O)[C@@H:5]([OH:7])[CH3:6].C(=O)([O-])[O-].[K+].[K+].C(B(CC)CC)C.[BH4-].[Na+], predict the reaction product. The product is: [CH3:1][O:2][C:3]([C@H:4]1[C@H:5]([CH3:6])[O:7][C@@H:28]([CH3:29])[CH2:27][N:8]1[S:9][C:12]1[CH:17]=[CH:16][C:15]([O:18][CH2:19][C:20]2[CH:25]=[CH:24][C:23]([F:26])=[CH:22][CH:21]=2)=[CH:14][CH:13]=1)=[O:30]. (4) Given the reactants [CH2:1]([O:8][C:9]([NH:11][C:12]1[C:13]([C:29](O)=[O:30])=[N:14][C:15]2[C:20]([CH:21]=1)=[CH:19][CH:18]=[C:17]([N:22]1[CH2:27][CH2:26][NH:25][C:24](=[O:28])[CH2:23]1)[CH:16]=2)=[O:10])[C:2]1[CH:7]=[CH:6][CH:5]=[CH:4][CH:3]=1.[NH2:32][C:33]1[CH:34]=[N:35][CH:36]=[CH:37][C:38]=1[N:39]1[CH2:44][C@H:43]([CH3:45])[CH2:42][C@H:41]([NH:46]C(=O)OC(C)(C)C)[CH2:40]1.CN(C(ON1N=NC2C=CC=NC1=2)=[N+](C)C)C.F[P-](F)(F)(F)(F)F.CCN(C(C)C)C(C)C, predict the reaction product. The product is: [CH2:1]([O:8][C:9](=[O:10])[NH:11][C:12]1[C:13]([C:29]([NH:32][C:33]2[CH:34]=[N:35][CH:36]=[CH:37][C:38]=2[N:39]2[CH2:44][C@H:43]([CH3:45])[CH2:42][C@H:41]([NH2:46])[CH2:40]2)=[O:30])=[N:14][C:15]2[C:20]([CH:21]=1)=[CH:19][CH:18]=[C:17]([N:22]1[CH2:27][CH2:26][NH:25][C:24](=[O:28])[CH2:23]1)[CH:16]=2)[C:2]1[CH:7]=[CH:6][CH:5]=[CH:4][CH:3]=1. (5) Given the reactants NC1C=C(C2C=CC=CC=2)C(OC)=CC=1C(C1C=CC=CC=1Cl)=O.NC1C(C)=NN(CC=C)C=1Cl.[Cl:36][C:37]1[CH:42]=[CH:41][CH:40]=[CH:39][C:38]=1[C:43]1[C:49]2[CH:50]=[C:51]([O:60][CH3:61])[C:52]([C:54]3[CH:59]=[CH:58][CH:57]=[CH:56][CH:55]=3)=[CH:53][C:48]=2[N:47]=[C:46]2[N:62](CC=C)[NH:63][C:64]([CH3:65])=[C:45]2[N:44]=1.[H-].C([Al+]CC(C)C)C(C)C, predict the reaction product. The product is: [Cl:36][C:37]1[CH:42]=[CH:41][CH:40]=[CH:39][C:38]=1[C:43]1[C:49]2[CH:50]=[C:51]([O:60][CH3:61])[C:52]([C:54]3[CH:59]=[CH:58][CH:57]=[CH:56][CH:55]=3)=[CH:53][C:48]=2[N:47]=[C:46]2[NH:62][NH:63][C:64]([CH3:65])=[C:45]2[N:44]=1. (6) Given the reactants [Cl:1][C:2]1[CH:24]=[C:23]([CH2:25]O)[CH:22]=[C:21]([Cl:27])[C:3]=1[C:4]([C:6]1[C:14]2[C:9](=[C:10]([NH:15][C:16]([CH:18]3[CH2:20][CH2:19]3)=[O:17])[N:11]=[CH:12][CH:13]=2)[NH:8][CH:7]=1)=[O:5].P(Br)(Br)[Br:29], predict the reaction product. The product is: [Br:29][CH2:25][C:23]1[CH:24]=[C:2]([Cl:1])[C:3]([C:4]([C:6]2[C:14]3[C:9](=[C:10]([NH:15][C:16]([CH:18]4[CH2:20][CH2:19]4)=[O:17])[N:11]=[CH:12][CH:13]=3)[NH:8][CH:7]=2)=[O:5])=[C:21]([Cl:27])[CH:22]=1. (7) Given the reactants [N:1]1([CH2:6][C:7]2[CH:12]=[CH:11][C:10]([C@H:13]3[CH2:16][C@H:15]([CH2:17]OS(C4C=CC(C)=CC=4)(=O)=O)[CH2:14]3)=[CH:9][CH:8]=2)[CH2:5][CH2:4][CH2:3][CH2:2]1.[NH:29]1[CH2:33][CH2:32][CH2:31][CH2:30]1, predict the reaction product. The product is: [N:1]1([CH2:6][C:7]2[CH:8]=[CH:9][C:10]([C@H:13]3[CH2:14][C@H:15]([CH2:17][N:29]4[CH2:33][CH2:32][CH2:31][CH2:30]4)[CH2:16]3)=[CH:11][CH:12]=2)[CH2:2][CH2:3][CH2:4][CH2:5]1.